This data is from Catalyst prediction with 721,799 reactions and 888 catalyst types from USPTO. The task is: Predict which catalyst facilitates the given reaction. (1) Product: [Cl:1][C:2]1[CH:3]=[CH:4][C:5]([O:12][CH2:20][CH2:21][CH2:22][N:23]2[C:27](=[O:28])[C:26]3[C:25](=[CH:32][CH:31]=[CH:30][CH:29]=3)[C:24]2=[O:33])=[C:6]([CH:11]=1)[C:7]([O:9][CH3:10])=[O:8]. Reactant: [Cl:1][C:2]1[CH:11]=[C:6]([C:7]([O:9][CH3:10])=[O:8])[C:5]([OH:12])=[CH:4][CH:3]=1.C([O-])([O-])=O.[K+].[K+].Br[CH2:20][CH2:21][CH2:22][N:23]1[C:27](=[O:28])[C:26]2=[CH:29][CH:30]=[CH:31][CH:32]=[C:25]2[C:24]1=[O:33]. The catalyst class is: 21. (2) Reactant: Cl.Cl.[NH2:3][CH2:4][CH2:5][N:6]1[C:14]2[C:13]([NH:15][C:16]3[CH:21]=[CH:20][C:19]([O:22][C:23]4[C:28]5[CH:29]=[N:30][S:31][C:27]=5[CH:26]=[CH:25][CH:24]=4)=[C:18]([F:32])[CH:17]=3)=[N:12][CH:11]=[N:10][C:9]=2[CH:8]=[CH:7]1.[CH3:33][C:34]([CH3:45])([CH3:44])[C:35](O[C:35](=[O:36])[C:34]([CH3:45])([CH3:44])[CH3:33])=[O:36].C(N(CC)CC)C.CN(C)C=O. Product: [S:31]1[C:27]2[CH:26]=[CH:25][CH:24]=[C:23]([O:22][C:19]3[CH:20]=[CH:21][C:16]([NH:15][C:13]4[C:14]5[N:6]([CH2:5][CH2:4][NH:3][C:35](=[O:36])[C:34]([CH3:45])([CH3:44])[CH3:33])[CH:7]=[CH:8][C:9]=5[N:10]=[CH:11][N:12]=4)=[CH:17][C:18]=3[F:32])[C:28]=2[CH:29]=[N:30]1. The catalyst class is: 6.